Binary Classification. Given a T-cell receptor sequence (or CDR3 region) and an epitope sequence, predict whether binding occurs between them. From a dataset of TCR-epitope binding with 47,182 pairs between 192 epitopes and 23,139 TCRs. (1) The TCR CDR3 sequence is CASSLGGGVLFF. The epitope is KTWGQYWQV. Result: 1 (the TCR binds to the epitope). (2) The epitope is LLLGIGILV. The TCR CDR3 sequence is CATSRDTPQTDQETQYF. Result: 1 (the TCR binds to the epitope). (3) The TCR CDR3 sequence is CASSLEASMNTEAFF. The epitope is YLNTLTLAV. Result: 1 (the TCR binds to the epitope). (4) The epitope is FLRGRAYGL. The TCR CDR3 sequence is CASGFAGLTQNEQFF. Result: 0 (the TCR does not bind to the epitope).